From a dataset of Full USPTO retrosynthesis dataset with 1.9M reactions from patents (1976-2016). Predict the reactants needed to synthesize the given product. (1) Given the product [CH3:1][N+:2]([CH2:9][CH2:10][CH2:11][CH2:12][CH2:13][CH2:14][CH2:15][CH2:16][CH2:17][CH2:18][CH2:19][CH2:20][CH2:21][CH3:22])([CH2:3][CH2:4][S:5]([O-:8])(=[O:7])=[O:6])[CH3:25], predict the reactants needed to synthesize it. The reactants are: [CH3:1][NH+:2]([CH2:9][CH2:10][CH2:11][CH2:12][CH2:13][CH2:14][CH2:15][CH2:16][CH2:17][CH2:18][CH2:19][CH2:20][CH2:21][CH3:22])[CH2:3][CH2:4][S:5]([O-:8])(=[O:7])=[O:6].CI.[C:25]([O-])([O-])=O.[K+].[K+]. (2) Given the product [CH3:14][NH:15][C:3]1[C:4]([N+:9]([O-:11])=[O:10])=[N:5][CH:6]=[CH:7][CH:8]=1, predict the reactants needed to synthesize it. The reactants are: CO[C:3]1[C:4]([N+:9]([O-:11])=[O:10])=[N:5][CH:6]=[CH:7][CH:8]=1.CO.[CH3:14][NH2:15].